This data is from Full USPTO retrosynthesis dataset with 1.9M reactions from patents (1976-2016). The task is: Predict the reactants needed to synthesize the given product. (1) Given the product [CH3:12][O:11][C:9](=[O:10])[CH2:8][C:5]1[CH:4]=[CH:3][C:2]([O:1][CH2:42][C:39]2[CH:38]=[CH:37][C:36]([C:35]3[O:34][N:33]=[C:32]([CH3:44])[C:31]=3[NH:30][C:29]([O:28][C@@H:26]([C:21]3[CH:22]=[CH:23][CH:24]=[CH:25][C:20]=3[Cl:19])[CH3:27])=[O:45])=[CH:41][CH:40]=2)=[CH:7][CH:6]=1, predict the reactants needed to synthesize it. The reactants are: [OH:1][C:2]1[CH:7]=[CH:6][C:5]([CH2:8][C:9]([O:11][CH3:12])=[O:10])=[CH:4][CH:3]=1.C(=O)([O-])[O-].[Cs+].[Cs+].[Cl:19][C:20]1[CH:25]=[CH:24][CH:23]=[CH:22][C:21]=1[C@H:26]([O:28][C:29](=[O:45])[NH:30][C:31]1[C:32]([CH3:44])=[N:33][O:34][C:35]=1[C:36]1[CH:41]=[CH:40][C:39]([CH2:42]Cl)=[CH:38][CH:37]=1)[CH3:27]. (2) Given the product [CH2:11]([O:10][C@@H:9]1[C@@:8]([CH2:27][OH:28])([CH2:18][O:19][CH2:20][C:21]2[CH:26]=[CH:25][CH:24]=[CH:23][CH:22]=2)[O:7][C@@H:6]([N:32]2[CH:39]=[CH:38][C:36](=[O:37])[NH:35][C:33]2=[O:34])[C@@H:5]1[OH:4])[C:12]1[CH:13]=[CH:14][CH:15]=[CH:16][CH:17]=1, predict the reactants needed to synthesize it. The reactants are: C([O:4][C@@H:5]1[C@H:9]([O:10][CH2:11][C:12]2[CH:17]=[CH:16][CH:15]=[CH:14][CH:13]=2)[C@@:8]([CH2:27][O:28]C(=O)C)([CH2:18][O:19][CH2:20][C:21]2[CH:26]=[CH:25][CH:24]=[CH:23][CH:22]=2)[O:7][C@H:6]1[N:32]1[CH:39]=[CH:38][C:36](=[O:37])[NH:35][C:33]1=[O:34])(=O)C.C[O-].[Na+].Cl.